This data is from Reaction yield outcomes from USPTO patents with 853,638 reactions. The task is: Predict the reaction yield, written as a fraction of the theoretical maximum amount of product (1.0 means a 100% yield; for example, 0.34 means a 34% yield). (1) The reactants are C([N:8]1[CH2:13][CH2:12][CH:11]([N:14]2[CH2:23][C:22]3[C:17](=[C:18]([O:24][CH3:25])[CH:19]=[CH:20][CH:21]=3)[NH:16][C:15]2=[O:26])[CH2:10][CH2:9]1)C1C=CC=CC=1. The catalyst is CO.[Pd]. The product is [CH3:25][O:24][C:18]1[CH:19]=[CH:20][CH:21]=[C:22]2[C:17]=1[NH:16][C:15](=[O:26])[N:14]([CH:11]1[CH2:12][CH2:13][NH:8][CH2:9][CH2:10]1)[CH2:23]2. The yield is 0.930. (2) The reactants are [F:1][C:2]1[CH:3]=[C:4]([NH2:23])[CH:5]=[CH:6][C:7]=1[O:8][C:9]1[CH:14]=[CH:13][N:12]=[CH:11][C:10]=1[C:15]#[C:16][C:17]1[CH:18]=[N:19][CH:20]=[CH:21][CH:22]=1.[F:24][C:25]1[CH:30]=[CH:29][C:28]([CH2:31][C:32]([N:34]=[C:35]=[O:36])=[O:33])=[CH:27][CH:26]=1.COC1C=CC(CNC2N=CN=C(OC3C=CC(NC(NC(=O)CC4C=CC(F)=CC=4)=O)=CC=3F)C=2)=CC=1.[ClH:75]. No catalyst specified. The product is [ClH:75].[ClH:75].[F:1][C:2]1[CH:3]=[C:4]([NH:23][C:35]([NH:34][C:32](=[O:33])[CH2:31][C:28]2[CH:29]=[CH:30][C:25]([F:24])=[CH:26][CH:27]=2)=[O:36])[CH:5]=[CH:6][C:7]=1[O:8][C:9]1[CH:14]=[CH:13][N:12]=[CH:11][C:10]=1[C:15]#[C:16][C:17]1[CH:18]=[N:19][CH:20]=[CH:21][CH:22]=1. The yield is 0.380. (3) The reactants are [NH:1]1[CH2:6][CH2:5][CH:4]([C:7]([NH2:9])=[O:8])[CH2:3][CH2:2]1.C(N(CC)C(C)C)(C)C.Cl[C:20]1[N:25]=[CH:24][N:23]=[C:22]([O:26][C:27]2[CH:53]=[CH:52][CH:51]=[CH:50][C:28]=2[CH2:29][NH:30][C:31]([NH:33][C:34]2[N:38]([C:39]3[CH:44]=[CH:43][C:42]([CH3:45])=[CH:41][CH:40]=3)[N:37]=[C:36]([C:46]([CH3:49])([CH3:48])[CH3:47])[CH:35]=2)=[O:32])[CH:21]=1.C(=O)(O)[O-].[Na+]. The catalyst is C(O)C. The product is [C:46]([C:36]1[CH:35]=[C:34]([NH:33][C:31](=[O:32])[NH:30][CH2:29][C:28]2[CH:50]=[CH:51][CH:52]=[CH:53][C:27]=2[O:26][C:22]2[N:23]=[CH:24][N:25]=[C:20]([N:1]3[CH2:6][CH2:5][CH:4]([C:7]([NH2:9])=[O:8])[CH2:3][CH2:2]3)[CH:21]=2)[N:38]([C:39]2[CH:44]=[CH:43][C:42]([CH3:45])=[CH:41][CH:40]=2)[N:37]=1)([CH3:49])([CH3:47])[CH3:48]. The yield is 0.690. (4) The reactants are [C:1]([O:5][C:6]([N:8]1[CH2:17][CH2:16][C:15]2[C:14]([C:18]([OH:20])=O)=[CH:13][CH:12]=[CH:11][C:10]=2[CH2:9]1)=[O:7])([CH3:4])([CH3:3])[CH3:2].C(Cl)CCl.C1C=C2N=NN(O)C2=CC=1.O.[Cl:36][C:37]1[CH:38]=[C:39]([CH:44]=[CH:45][C:46]=1[O:47][CH:48]([CH3:50])[CH3:49])/[C:40](=[N:42]/O)/[NH2:41]. The catalyst is CN(C=O)C. The product is [Cl:36][C:37]1[CH:38]=[C:39]([C:40]2[N:42]=[C:18]([C:14]3[CH:13]=[CH:12][CH:11]=[C:10]4[C:15]=3[CH2:16][CH2:17][N:8]([C:6]([O:5][C:1]([CH3:4])([CH3:2])[CH3:3])=[O:7])[CH2:9]4)[O:20][N:41]=2)[CH:44]=[CH:45][C:46]=1[O:47][CH:48]([CH3:50])[CH3:49]. The yield is 0.690. (5) The reactants are [CH3:1][C:2]1([CH3:13])[C:10]2[C:5](=[CH:6][C:7]([CH3:12])=[C:8]([OH:11])[CH:9]=2)[CH2:4][CH2:3]1.[Br:14]Br.C(OCC)(=O)C.CCCCCC. The catalyst is C(O)(=O)C. The product is [Br:14][C:9]1[C:8]([OH:11])=[C:7]([CH3:12])[CH:6]=[C:5]2[C:10]=1[C:2]([CH3:13])([CH3:1])[CH2:3][CH2:4]2. The yield is 0.820. (6) The reactants are C1C=CC(P(C2C(C3C(P(C4C=CC=CC=4)C4C=CC=CC=4)=CC=C4C=3C=CC=C4)=C3C(C=CC=C3)=CC=2)C2C=CC=CC=2)=CC=1.C(=O)([O-])[O-].[Cs+].[Cs+].Br[C:54]1[CH:59]=[CH:58][CH:57]=[C:56]([Br:60])[CH:55]=1.[O:61]1[CH2:66][CH2:65][CH2:64][CH2:63][CH:62]1[O:67][CH:68]1[CH2:72][CH2:71][NH:70][CH2:69]1. The catalyst is C1(C)C=CC=CC=1.C([O-])(=O)C.[Pd+2].C([O-])(=O)C. The product is [Br:60][C:56]1[CH:55]=[C:54]([N:70]2[CH2:71][CH2:72][CH:68]([O:67][CH:62]3[CH2:63][CH2:64][CH2:65][CH2:66][O:61]3)[CH2:69]2)[CH:59]=[CH:58][CH:57]=1. The yield is 0.130.